This data is from Forward reaction prediction with 1.9M reactions from USPTO patents (1976-2016). The task is: Predict the product of the given reaction. (1) Given the reactants Br[C:2]1[CH:7]=[CH:6][C:5]([CH2:8][CH:9]([C:12]2[NH:13][CH:14]=[C:15]([CH2:17][C:18]([CH3:22])([CH3:21])[CH2:19][CH3:20])[N:16]=2)[NH:10][CH3:11])=[CH:4][CH:3]=1.C(=O)([O-])[O-].[Na+].[Na+].[CH3:29][N:30]1[CH:34]=[C:33](B2OC(C)(C)C(C)(C)O2)[CH:32]=[N:31]1, predict the reaction product. The product is: [CH3:21][C:18]([CH3:22])([CH2:19][CH3:20])[CH2:17][C:15]1[N:16]=[C:12]([CH:9]([NH:10][CH3:11])[CH2:8][C:5]2[CH:6]=[CH:7][C:2]([C:33]3[CH:32]=[N:31][N:30]([CH3:29])[CH:34]=3)=[CH:3][CH:4]=2)[NH:13][CH:14]=1. (2) Given the reactants [CH2:1]([O:3][C:4]([C:6]1[C:7](=[O:17])[NH:8][C:9]2[C:14]([C:15]=1Cl)=[CH:13][N:12]=[CH:11][CH:10]=2)=[O:5])[CH3:2].[N:18]1([C:24]([C:26]2[S:27][CH:28]=[CH:29][CH:30]=2)=[O:25])[CH2:23][CH2:22][NH:21][CH2:20][CH2:19]1, predict the reaction product. The product is: [CH2:1]([O:3][C:4]([C:6]1[C:7](=[O:17])[NH:8][C:9]2[C:14]([C:15]=1[N:21]1[CH2:22][CH2:23][N:18]([C:24]([C:26]3[S:27][CH:28]=[CH:29][CH:30]=3)=[O:25])[CH2:19][CH2:20]1)=[CH:13][N:12]=[CH:11][CH:10]=2)=[O:5])[CH3:2]. (3) The product is: [Br:1][C:2]1[C:9]([O:10][CH2:12][C:13]([OH:15])([CH3:16])[CH3:14])=[CH:8][CH:7]=[CH:6][C:3]=1[CH:4]=[O:5]. Given the reactants [Br:1][C:2]1[C:9]([OH:10])=[CH:8][CH:7]=[CH:6][C:3]=1[CH:4]=[O:5].Cl[CH2:12][C:13]([CH3:16])([OH:15])[CH3:14].C([O-])([O-])=O.[Na+].[Na+].O, predict the reaction product. (4) Given the reactants C[O:2][C:3]([C:5]1[CH:13]=[C:12]2[C:8]([C:9]([CH:32]3[CH2:37][CH2:36][CH2:35][CH2:34][CH2:33]3)=[C:10]([C:23]3[CH:28]=[CH:27][C:26]([NH2:29])=[C:25]([CH:30]=O)[CH:24]=3)[N:11]2[CH2:14][C:15]([N:17]2[CH2:22][CH2:21][O:20][CH2:19][CH2:18]2)=[O:16])=[CH:7][CH:6]=1)=[O:4].[F:38][C:39]1[CH:40]=[C:41]([C:47](=O)[CH3:48])[CH:42]=[CH:43][C:44]=1[O:45][CH3:46], predict the reaction product. The product is: [CH:32]1([C:9]2[C:8]3[C:12](=[CH:13][C:5]([C:3]([OH:4])=[O:2])=[CH:6][CH:7]=3)[N:11]([CH2:14][C:15]([N:17]3[CH2:18][CH2:19][O:20][CH2:21][CH2:22]3)=[O:16])[C:10]=2[C:23]2[CH:24]=[C:25]3[C:26](=[CH:27][CH:28]=2)[N:29]=[C:47]([C:41]2[CH:42]=[CH:43][C:44]([O:45][CH3:46])=[C:39]([F:38])[CH:40]=2)[CH:48]=[CH:30]3)[CH2:37][CH2:36][CH2:35][CH2:34][CH2:33]1. (5) Given the reactants [OH:1][C:2]1[CH:7]=[CH:6][C:5]([SH:8])=[CH:4][CH:3]=1.C[CH2:10][CH2:11][CH2:12][CH2:13][C:14]([OH:16])=[O:15], predict the reaction product. The product is: [OH:1][C:2]1[CH:7]=[CH:6][C:5]([S:8][CH:11]([CH3:10])[CH2:12][CH2:13][C:14]([OH:16])=[O:15])=[CH:4][CH:3]=1. (6) Given the reactants [C:1]1([Si:7]([C:15]2[CH:20]=[CH:19][CH:18]=[CH:17][CH:16]=2)([C:9]2[CH:14]=[CH:13][CH:12]=[CH:11][CH:10]=2)[SH:8])[CH:6]=[CH:5][CH:4]=[CH:3][CH:2]=1.[F:21][C:22]1[CH:27]=[C:26]([F:28])[C:25]([CH:29]=[CH2:30])=[CH:24][C:23]=1[N+:31]([O-:33])=[O:32].N(/C(C)(C)C#N)=N\C(C)(C)C#N, predict the reaction product. The product is: [F:28][C:26]1[CH:27]=[C:22]([F:21])[C:23]([N+:31]([O-:33])=[O:32])=[CH:24][C:25]=1[CH2:29][CH2:30][S:8][Si:7]([C:15]1[CH:20]=[CH:19][CH:18]=[CH:17][CH:16]=1)([C:1]1[CH:2]=[CH:3][CH:4]=[CH:5][CH:6]=1)[C:9]1[CH:14]=[CH:13][CH:12]=[CH:11][CH:10]=1. (7) Given the reactants C(OC(=O)[NH:7][C:8]1[N:9]=[C:10]2[CH:15]=[CH:14][C:13]([O:16][C:17]3[CH:22]=[CH:21][CH:20]=[C:19]([NH:23][C:24](=[O:35])[C:25]4[CH:30]=[CH:29][CH:28]=[C:27]([C:31]([F:34])([F:33])[F:32])[CH:26]=4)[CH:18]=3)=[N:12][N:11]2[CH:36]=1)(C)(C)C.Cl.C(OCC)(=O)C, predict the reaction product. The product is: [NH2:7][C:8]1[N:9]=[C:10]2[CH:15]=[CH:14][C:13]([O:16][C:17]3[CH:18]=[C:19]([NH:23][C:24](=[O:35])[C:25]4[CH:30]=[CH:29][CH:28]=[C:27]([C:31]([F:34])([F:33])[F:32])[CH:26]=4)[CH:20]=[CH:21][CH:22]=3)=[N:12][N:11]2[CH:36]=1.